Dataset: Full USPTO retrosynthesis dataset with 1.9M reactions from patents (1976-2016). Task: Predict the reactants needed to synthesize the given product. Given the product [C:54]([NH:57][NH:58][C:9]([C:7]1[CH:6]=[C:5]([NH:12][CH2:13][CH2:14][C:15]2[CH:20]=[CH:19][C:18]([O:21][CH3:22])=[CH:17][CH:16]=2)[N:4]=[C:3]([O:2][CH3:1])[N:8]=1)=[O:11])(=[O:56])[CH3:55], predict the reactants needed to synthesize it. The reactants are: [CH3:1][O:2][C:3]1[N:8]=[C:7]([C:9]([OH:11])=O)[CH:6]=[C:5]([NH:12][CH2:13][CH2:14][C:15]2[CH:20]=[CH:19][C:18]([O:21][CH3:22])=[CH:17][CH:16]=2)[N:4]=1.C(N(CC)C(C)C)(C)C.CN(C(ON1N=NC2C=CC=CC1=2)=[N+](C)C)C.[B-](F)(F)(F)F.[C:54]([NH:57][NH2:58])(=[O:56])[CH3:55].